The task is: Predict which catalyst facilitates the given reaction.. This data is from Catalyst prediction with 721,799 reactions and 888 catalyst types from USPTO. Reactant: C([Si](C1C=CC=CC=1)(C1C=CC=CC=1)[O:6][CH:7]1[CH2:12][CH2:11][N:10]([CH2:13][C:14]2[CH:19]=[CH:18][C:17]([C:20]3[NH:21][C:22](=[O:31])[C:23]4[C:28]([CH:29]=3)=[C:27]([CH3:30])[CH:26]=[CH:25][CH:24]=4)=[CH:16][CH:15]=2)[CH2:9][CH2:8]1)(C)(C)C.Cl. Product: [OH:6][CH:7]1[CH2:12][CH2:11][N:10]([CH2:13][C:14]2[CH:19]=[CH:18][C:17]([C:20]3[NH:21][C:22](=[O:31])[C:23]4[C:28]([CH:29]=3)=[C:27]([CH3:30])[CH:26]=[CH:25][CH:24]=4)=[CH:16][CH:15]=2)[CH2:9][CH2:8]1. The catalyst class is: 2.